Dataset: Catalyst prediction with 721,799 reactions and 888 catalyst types from USPTO. Task: Predict which catalyst facilitates the given reaction. Reactant: Cl.Cl[CH2:3][N:4]1[CH:8]=[CH:7][C:6]([C:9]2[CH:14]=[CH:13][CH:12]=[CH:11][CH:10]=2)=[N:5]1.[F:15][C:16]([F:25])([F:24])[CH2:17][CH2:18][CH:19]([C:22]#[N:23])[C:20]#[N:21].C(=O)([O-])[O-].[K+].[K+].O. Product: [C:9]1([C:6]2[CH:7]=[CH:8][N:4]([CH2:3][C:19]([CH2:18][CH2:17][C:16]([F:15])([F:24])[F:25])([C:20]#[N:21])[C:22]#[N:23])[N:5]=2)[CH:14]=[CH:13][CH:12]=[CH:11][CH:10]=1. The catalyst class is: 9.